Task: Predict the product of the given reaction.. Dataset: Forward reaction prediction with 1.9M reactions from USPTO patents (1976-2016) (1) Given the reactants C([O:5][C:6]([C:8]1[CH:30]=[CH:29][C:11]([O:12][C:13]2[CH:22]=[C:21]3[C:16]([CH:17]([C:23]([O:25][CH3:26])=[O:24])[CH2:18][CH2:19][O:20]3)=[CH:15][C:14]=2[C:27]#[N:28])=[C:10]([CH3:31])[CH:9]=1)=[O:7])(C)(C)C.C(O)(C(F)(F)F)=O, predict the reaction product. The product is: [C:27]([C:14]1[CH:15]=[C:16]2[C:21](=[CH:22][C:13]=1[O:12][C:11]1[CH:29]=[CH:30][C:8]([C:6]([OH:7])=[O:5])=[CH:9][C:10]=1[CH3:31])[O:20][CH2:19][CH2:18][CH:17]2[C:23]([O:25][CH3:26])=[O:24])#[N:28]. (2) Given the reactants [Cl:1][C:2]1[C:3](=[O:9])[NH:4][N:5]=[CH:6][C:7]=1[Cl:8].C1(C)C=CC(S([O-])(=O)=O)=CC=1.[NH+]1C=CC=CC=1.[O:27]1[CH:32]=[CH:31][CH2:30][CH2:29][CH2:28]1, predict the reaction product. The product is: [Cl:1][C:2]1[C:3](=[O:9])[N:4]([CH:28]2[CH2:29][CH2:30][CH2:31][CH2:32][O:27]2)[N:5]=[CH:6][C:7]=1[Cl:8]. (3) The product is: [NH2:1][C:2]1[CH:10]=[CH:9][C:8]([Br:11])=[CH:7][C:3]=1[C:4]([O:6][CH2:17][CH3:18])=[O:5]. Given the reactants [NH2:1][C:2]1[CH:10]=[CH:9][C:8]([Br:11])=[CH:7][C:3]=1[C:4]([OH:6])=[O:5].OS(O)(=O)=O.[CH2:17](O)[CH3:18], predict the reaction product. (4) Given the reactants [Cl:1][C:2]1[CH:28]=[CH:27][C:5]([CH2:6][N:7]2[CH:12]=[N:11][C:10]([N:13]3[CH2:18][CH2:17][N:16](C(OC(C)(C)C)=O)[CH2:15][CH2:14]3)=[N:9][C:8]2=[O:26])=[CH:4][CH:3]=1.FC(F)(F)C(O)=O, predict the reaction product. The product is: [Cl:1][C:2]1[CH:28]=[CH:27][C:5]([CH2:6][N:7]2[CH:12]=[N:11][C:10]([N:13]3[CH2:18][CH2:17][NH:16][CH2:15][CH2:14]3)=[N:9][C:8]2=[O:26])=[CH:4][CH:3]=1. (5) Given the reactants [CH:1]1([CH2:4][O:5][C:6]2[C:11]([C:12]3[CH:17]=[CH:16][C:15]([C:18]([F:21])([F:20])[F:19])=[CH:14][CH:13]=3)=[CH:10][C:9]([CH:22]([CH2:28][CH:29]([CH3:31])[CH3:30])[C:23]([O:25]CC)=[O:24])=[CH:8][C:7]=2[N+:32]([O-:34])=[O:33])[CH2:3][CH2:2]1.C1COCC1.O.[Li+].[OH-], predict the reaction product. The product is: [CH:1]1([CH2:4][O:5][C:6]2[C:11]([C:12]3[CH:13]=[CH:14][C:15]([C:18]([F:19])([F:21])[F:20])=[CH:16][CH:17]=3)=[CH:10][C:9]([CH:22]([CH2:28][CH:29]([CH3:30])[CH3:31])[C:23]([OH:25])=[O:24])=[CH:8][C:7]=2[N+:32]([O-:34])=[O:33])[CH2:2][CH2:3]1.